This data is from Full USPTO retrosynthesis dataset with 1.9M reactions from patents (1976-2016). The task is: Predict the reactants needed to synthesize the given product. (1) Given the product [F:31][C:30]([F:33])([F:32])[S:27]([O:1][C:2]1[CH2:9][C:6]2([CH2:7][CH2:8]2)[N:5]([C:10]([O:12][C:13]([CH3:16])([CH3:15])[CH3:14])=[O:11])[CH2:4][CH:3]=1)(=[O:29])=[O:28], predict the reactants needed to synthesize it. The reactants are: [O:1]=[C:2]1[CH2:9][C:6]2([CH2:8][CH2:7]2)[N:5]([C:10]([O:12][C:13]([CH3:16])([CH3:15])[CH3:14])=[O:11])[CH2:4][CH2:3]1.C[Si]([N-][Si](C)(C)C)(C)C.[K+].[S:27](O[S:27]([C:30]([F:33])([F:32])[F:31])(=[O:29])=[O:28])([C:30]([F:33])([F:32])[F:31])(=[O:29])=[O:28].C([O-])(O)=O.[Na+]. (2) Given the product [C:1]([O:5][C:6]([N:8]1[CH2:13][CH2:12][CH:11]([N:14]2[CH2:18][CH2:17][C@@H:16]([CH2:19][C:20]3[C:21]([Cl:37])=[CH:22][C:23]([C:27]4[CH:28]=[CH:29][C:30]([C:33]([OH:35])=[O:34])=[CH:31][CH:32]=4)=[CH:24][C:25]=3[Cl:26])[C:15]2=[O:38])[CH2:10][CH2:9]1)=[O:7])([CH3:4])([CH3:2])[CH3:3], predict the reactants needed to synthesize it. The reactants are: [C:1]([O:5][C:6]([N:8]1[CH2:13][CH2:12][CH:11]([N:14]2[CH2:18][CH2:17][C@@H:16]([CH2:19][C:20]3[C:25]([Cl:26])=[CH:24][C:23]([C:27]4[CH:32]=[CH:31][C:30]([C:33]([O:35]C)=[O:34])=[CH:29][CH:28]=4)=[CH:22][C:21]=3[Cl:37])[C:15]2=[O:38])[CH2:10][CH2:9]1)=[O:7])([CH3:4])([CH3:3])[CH3:2].[Li+].[OH-]. (3) Given the product [CH:17]([O:20][C:21]([N:23]1[C:29]2[C:30]3[CH2:31][CH2:32][CH2:33][C:34]=3[CH:35]=[CH:36][C:28]=2[CH:27]([NH:7][CH2:6][C:5]2[CH:4]=[C:3]([C:2]([F:15])([F:16])[F:1])[CH:10]=[C:9]([C:11]([F:14])([F:12])[F:13])[CH:8]=2)[CH2:26][CH2:25][CH2:24]1)=[O:22])([CH3:19])[CH3:18], predict the reactants needed to synthesize it. The reactants are: [F:1][C:2]([F:16])([F:15])[C:3]1[CH:4]=[C:5]([CH:8]=[C:9]([C:11]([F:14])([F:13])[F:12])[CH:10]=1)[CH2:6][NH2:7].[CH:17]([O:20][C:21]([N:23]1[C:29]2[C:30]3[CH2:31][CH2:32][CH2:33][C:34]=3[CH:35]=[CH:36][C:28]=2[C:27](=O)[CH2:26][CH2:25][CH2:24]1)=[O:22])([CH3:19])[CH3:18].[BH4-].[Na+].[OH-].[Na+]. (4) The reactants are: S(Cl)([Cl:3])=O.O[CH2:6][CH2:7][O:8][C:9]1[CH:14]=[CH:13][N:12]=[CH:11][CH:10]=1. Given the product [ClH:3].[Cl:3][CH2:6][CH2:7][O:8][C:9]1[CH:14]=[CH:13][N:12]=[CH:11][CH:10]=1, predict the reactants needed to synthesize it. (5) Given the product [OH:12][CH:9]1[CH2:10][C:11]2[C:2]([NH:1][C:20](=[O:21])[O:22][C:23]3[CH:28]=[CH:27][CH:26]=[CH:25][CH:24]=3)=[CH:3][CH:4]=[CH:5][C:6]=2[CH2:7][CH2:8]1, predict the reactants needed to synthesize it. The reactants are: [NH2:1][C:2]1[CH:3]=[CH:4][CH:5]=[C:6]2[C:11]=1[CH2:10][CH:9]([OH:12])[CH2:8][CH2:7]2.N1C=CC=CC=1.Cl[C:20]([O:22][C:23]1[CH:28]=[CH:27][CH:26]=[CH:25][CH:24]=1)=[O:21].O. (6) Given the product [OH:6][CH:1]1[CH2:5][CH2:4][CH2:3][CH:2]1[NH:7][CH2:8][CH2:9][C:10]1[CH:15]=[CH:14][C:13]([OH:16])=[CH:12][CH:11]=1, predict the reactants needed to synthesize it. The reactants are: [CH:1]12[O:6][CH:2]1[CH2:3][CH2:4][CH2:5]2.[NH2:7][CH2:8][CH2:9][C:10]1[CH:15]=[CH:14][C:13]([OH:16])=[CH:12][CH:11]=1. (7) Given the product [Cl:47][C:48]1[N:53]=[C:52]([O:54][C:55]2[CH:64]=[CH:63][C:62]([NH:65][C:45]([NH:42][C:16]3[N:12]([C:8]4[CH:9]=[CH:10][CH:11]=[C:6]([CH2:5][P:2]([CH3:1])([CH3:4])=[O:3])[CH:7]=4)[N:13]=[C:14]([CH:20]([CH3:21])[CH3:22])[CH:15]=3)=[O:30])=[C:61]3[C:56]=2[CH:57]=[CH:58][CH:59]=[N:60]3)[CH:51]=[CH:50][N:49]=1, predict the reactants needed to synthesize it. The reactants are: [CH3:1][P:2]([CH2:5][C:6]1[CH:7]=[C:8]([N:12]2[C:16](C(O)=O)=[CH:15][C:14]([CH:20]([CH3:22])[CH3:21])=[N:13]2)[CH:9]=[CH:10][CH:11]=1)([CH3:4])=[O:3].C1C=CC(P(N=[N+]=[N-])(C2C=CC=CC=2)=[O:30])=CC=1.CC[N:42]([CH2:45]C)CC.[Cl:47][C:48]1[N:53]=[C:52]([O:54][C:55]2[CH:64]=[CH:63][C:62]([NH2:65])=[C:61]3[C:56]=2[CH:57]=[CH:58][CH:59]=[N:60]3)[CH:51]=[CH:50][N:49]=1. (8) Given the product [ClH:17].[CH3:1][O:2][CH2:3][CH2:4][O:5][CH:6]([CH3:16])[CH2:7][NH2:8], predict the reactants needed to synthesize it. The reactants are: [CH3:1][O:2][CH2:3][CH2:4][O:5][CH:6]([CH3:16])[CH2:7][NH:8]C(=O)OC(C)(C)C.[ClH:17]. (9) Given the product [CH:14]1([C:12]2[NH:11][N:10]=[C:9]([NH:8][C:6]3[C:5]([N+:17]([O-:19])=[O:18])=[CH:4][N:3]=[C:2]([NH:30][C@H:28]([C:25]4[N:26]=[CH:27][C:22]([F:21])=[CH:23][N:24]=4)[CH3:29])[N:7]=3)[CH:13]=2)[CH2:16][CH2:15]1, predict the reactants needed to synthesize it. The reactants are: Cl[C:2]1[N:7]=[C:6]([NH:8][C:9]2[CH:13]=[C:12]([CH:14]3[CH2:16][CH2:15]3)[NH:11][N:10]=2)[C:5]([N+:17]([O-:19])=[O:18])=[CH:4][N:3]=1.Cl.[F:21][C:22]1[CH:23]=[N:24][C:25]([C@@H:28]([NH2:30])[CH3:29])=[N:26][CH:27]=1.C(N(C(C)C)CC)(C)C.